Dataset: Forward reaction prediction with 1.9M reactions from USPTO patents (1976-2016). Task: Predict the product of the given reaction. (1) Given the reactants [F:1][C:2]1[CH:7]=[CH:6][C:5]([F:8])=[CH:4][C:3]=1[C:9]1[CH2:13][N:12]([C:14]([N:16]([CH3:18])[CH3:17])=[O:15])[C:11]([CH2:25]CC(O)=O)([C:19]2[CH:24]=[CH:23][CH:22]=[CH:21][CH:20]=2)[CH:10]=1.[Si]([O:37][NH2:38])(C(C)(C)C)(C)C.CCN=C=NCCCN(C)C.C1C=NC2N(O)N=NC=2C=1.C(N(CC)CC)C.F[C:68](F)(F)[C:69]([OH:71])=O, predict the reaction product. The product is: [F:1][C:2]1[CH:7]=[CH:6][C:5]([F:8])=[CH:4][C:3]=1[C:9]1[CH2:13][N:12]([C:14]([N:16]([CH3:18])[CH3:17])=[O:15])[C:11]([CH2:25][CH2:68][C:69]([NH:38][OH:37])=[O:71])([C:19]2[CH:24]=[CH:23][CH:22]=[CH:21][CH:20]=2)[CH:10]=1. (2) Given the reactants O.[NH2:2][NH2:3].[CH2:4]([O:6][C:7](=[O:18])[C:8](=O)[CH:9]1[CH2:15][CH2:14][CH2:13][CH2:12][CH2:11][C:10]1=O)[CH3:5], predict the reaction product. The product is: [CH2:4]([O:6][C:7]([C:8]1[C:9]2[CH2:15][CH2:14][CH2:13][CH2:12][CH2:11][C:10]=2[NH:3][N:2]=1)=[O:18])[CH3:5]. (3) Given the reactants [O:1]1CCCO[CH:2]1[C:7]1[CH:12]=[CH:11][C:10]([C:13]2[S:14][C:15]3[C:20]([N:21]=2)=[CH:19][CH:18]=[C:17]([C:22]2([CH:25]4[CH2:29][CH2:28][C:27]([F:31])([F:30])[CH2:26]4)[CH2:24][CH2:23]2)[N:16]=3)=[C:9]([F:32])[CH:8]=1.Cl, predict the reaction product. The product is: [F:31][C:27]1([F:30])[CH2:28][CH2:29][CH:25]([C:22]2([C:17]3[N:16]=[C:15]4[S:14][C:13]([C:10]5[CH:11]=[CH:12][C:7]([CH:2]=[O:1])=[CH:8][C:9]=5[F:32])=[N:21][C:20]4=[CH:19][CH:18]=3)[CH2:23][CH2:24]2)[CH2:26]1. (4) The product is: [Cl:1][C:2]1[C:3]([CH:8]([C:10]2[CH:11]=[C:12]3[C:17](=[CH:18][CH:19]=2)[N:16]=[CH:15][C:14]([C:20]2[CH:25]=[CH:24][CH:23]=[CH:22][CH:21]=2)=[N:13]3)[N:30]2[C:26](=[O:36])[C:27]3[C:28](=[CH:32][CH:33]=[CH:34][CH:35]=3)[C:29]2=[O:31])=[N:4][CH:5]=[CH:6][N:7]=1. Given the reactants [Cl:1][C:2]1[C:3]([CH:8]([C:10]2[CH:11]=[C:12]3[C:17](=[CH:18][CH:19]=2)[N:16]=[CH:15][C:14]([C:20]2[CH:25]=[CH:24][CH:23]=[CH:22][CH:21]=2)=[N:13]3)O)=[N:4][CH:5]=[CH:6][N:7]=1.[C:26]1(=[O:36])[NH:30][C:29](=[O:31])[C:28]2=[CH:32][CH:33]=[CH:34][CH:35]=[C:27]12.C1(P(C2C=CC=CC=2)C2C=CC=CC=2)C=CC=CC=1.CC(OC(/N=N/C(OC(C)C)=O)=O)C, predict the reaction product. (5) Given the reactants [CH2:1]([C:4]1[CH:13]=[CH:12][C:7]2[C:8](=[O:11])[O:9][CH2:10][C:6]=2[C:5]=1[Cl:14])[CH:2]=C.[O:15]=[O+][O-].CSC, predict the reaction product. The product is: [Cl:14][C:5]1[C:6]2[CH2:10][O:9][C:8](=[O:11])[C:7]=2[CH:12]=[CH:13][C:4]=1[CH2:1][CH:2]=[O:15]. (6) Given the reactants [CH:1]12[NH:8][CH:5]([CH2:6][CH2:7]1)[CH2:4][C:3](=[O:9])[CH2:2]2.Cl[C:11]([O:13][CH2:14][C:15]1[CH:20]=[CH:19][CH:18]=[CH:17][CH:16]=1)=[O:12].CCN(C(C)C)C(C)C, predict the reaction product. The product is: [O:9]=[C:3]1[CH2:2][CH:1]2[N:8]([C:11]([O:13][CH2:14][C:15]3[CH:20]=[CH:19][CH:18]=[CH:17][CH:16]=3)=[O:12])[CH:5]([CH2:6][CH2:7]2)[CH2:4]1. (7) Given the reactants [F:1][C:2]1[CH:3]=[C:4]([N+:12]([O-:14])=[O:13])[CH:5]=[C:6]2[C:11]=1[NH:10][CH2:9][CH2:8][CH2:7]2.[H-].[Na+].Cl.Cl[CH2:19][CH2:20][CH:21]1[CH2:25][CH2:24][CH2:23][N:22]1[CH3:26].CO, predict the reaction product. The product is: [F:1][C:2]1[CH:3]=[C:4]([N+:12]([O-:14])=[O:13])[CH:5]=[C:6]2[C:11]=1[N:10]([CH2:19][CH2:20][CH:21]1[CH2:25][CH2:24][CH2:23][N:22]1[CH3:26])[CH2:9][CH2:8][CH2:7]2. (8) Given the reactants [NH2:1][C:2]1[C:3]([C:22]#[N:23])=[C:4]([CH:19]=[CH:20][CH:21]=1)[O:5][CH2:6][CH:7]1[CH2:12][CH2:11][CH:10]([C:13]([NH:15][CH:16]([CH3:18])[CH3:17])=[O:14])[CH2:9][CH2:8]1.O=[C:25]([CH3:32])[CH2:26][C:27]([O:29][CH2:30][CH3:31])=[O:28], predict the reaction product. The product is: [CH2:30]([O:29][C:27]([C:26]1[C:25]([CH3:32])=[N:1][C:2]2[C:3]([C:22]=1[NH2:23])=[C:4]([O:5][CH2:6][CH:7]1[CH2:12][CH2:11][CH:10]([C:13](=[O:14])[NH:15][CH:16]([CH3:18])[CH3:17])[CH2:9][CH2:8]1)[CH:19]=[CH:20][CH:21]=2)=[O:28])[CH3:31]. (9) Given the reactants C(P(=O)(OCC)OCC)#N.[NH:11]1[CH2:15][CH:14]=[CH:13][CH2:12]1.[C:16]([C:18]([C:27]1[S:28][CH:29]=[CH:30][CH:31]=1)([CH:24]([CH3:26])[CH3:25])[CH2:19][CH2:20][C:21](O)=[O:22])#[N:17], predict the reaction product. The product is: [N:11]1([C:21](=[O:22])[CH2:20][CH2:19][C:18]([CH:24]([CH3:25])[CH3:26])([C:27]2[S:28][CH:29]=[CH:30][CH:31]=2)[C:16]#[N:17])[CH2:15][CH:14]=[CH:13][CH2:12]1.